Dataset: Full USPTO retrosynthesis dataset with 1.9M reactions from patents (1976-2016). Task: Predict the reactants needed to synthesize the given product. (1) Given the product [N:7]1([C:13]([N:15]2[CH2:20][CH:19]([C:21]3[CH:22]=[CH:23][C:24]([O:27][C:28]([F:30])([F:31])[F:29])=[CH:25][CH:26]=3)[CH2:18][CH:17]([C:32]([OH:34])=[O:33])[CH2:16]2)=[O:14])[CH2:8][CH2:9][S:10][CH2:11][CH2:12]1, predict the reactants needed to synthesize it. The reactants are: CC(C)([O-])C.[K+].[N:7]1([C:13]([N:15]2[CH2:20][CH:19]([C:21]3[CH:26]=[CH:25][C:24]([O:27][C:28]([F:31])([F:30])[F:29])=[CH:23][CH:22]=3)[CH2:18][CH:17]([C:32]([O:34]C)=[O:33])[CH2:16]2)=[O:14])[CH2:12][CH2:11][S:10][CH2:9][CH2:8]1. (2) Given the product [CH3:4][C:2]([O:5][C:6]([N:8]([CH3:14])[CH2:9][CH2:10][C:11]([N:17]([CH3:16])[O:18][CH3:19])=[O:13])=[O:7])([CH3:1])[CH3:3], predict the reactants needed to synthesize it. The reactants are: [CH3:1][C:2]([O:5][C:6]([N:8]([CH3:14])[CH2:9][CH2:10][C:11]([OH:13])=O)=[O:7])([CH3:4])[CH3:3].Cl.[CH3:16][NH:17][O:18][CH3:19].C(Cl)CCl.C(N(CC)CC)(C)C. (3) Given the product [F:63][C:60]1[CH:59]=[CH:58][C:57]([CH2:56][CH2:55][NH:54][C:52](=[N:51][C:48]2[CH:49]=[C:50]3[C:45]([CH2:44][CH2:43][C@H:42]3[NH:41][C:15]([C:12]3[CH:11]=[CH:10][C:9]([C:4]4[CH:5]=[CH:6][CH:7]=[CH:8][C:3]=4[C:2]([F:1])([F:19])[F:18])=[CH:14][CH:13]=3)=[O:17])=[CH:46][CH:47]=2)[CH3:53])=[CH:62][CH:61]=1, predict the reactants needed to synthesize it. The reactants are: [F:1][C:2]([F:19])([F:18])[C:3]1[CH:8]=[CH:7][CH:6]=[CH:5][C:4]=1[C:9]1[CH:14]=[CH:13][C:12]([C:15]([OH:17])=O)=[CH:11][CH:10]=1.C1CCC(N=C=NC2CCCCC2)CC1.C(OC(=O)[NH:41][CH:42]1[C:50]2[C:45](=[CH:46][CH:47]=[C:48]([N:51]=[C:52]([NH:54][CH2:55][CH2:56][C:57]3[CH:62]=[CH:61][C:60]([F:63])=[CH:59][CH:58]=3)[CH3:53])[CH:49]=2)[CH2:44][CH2:43]1)(C)(C)C.C(O)(C(F)(F)F)=O. (4) Given the product [O:1]=[C:2]1[CH2:3][CH2:4][CH:5]([NH:8][C:9]2[CH:17]=[C:16]([N:18]3[C:26]4[CH2:25][C:24]([CH3:27])([CH3:28])[CH2:23][C:22](=[O:29])[C:21]=4[C:20]([CH3:30])=[CH:19]3)[CH:15]=[CH:14][C:10]=2[C:11]([NH2:13])=[O:12])[CH2:6][CH2:7]1, predict the reactants needed to synthesize it. The reactants are: [OH:1][C@H:2]1[CH2:7][CH2:6][C@H:5]([NH:8][C:9]2[CH:17]=[C:16]([N:18]3[C:26]4[CH2:25][C:24]([CH3:28])([CH3:27])[CH2:23][C:22](=[O:29])[C:21]=4[C:20]([CH3:30])=[CH:19]3)[CH:15]=[CH:14][C:10]=2[C:11]([NH2:13])=[O:12])[CH2:4][CH2:3]1.CC(OI1(OC(C)=O)(OC(C)=O)OC(=O)C2C=CC=CC1=2)=O. (5) Given the product [Cl:19][C:13]1[N:9]2[C:10]3[C:5]([CH2:6][CH2:7][CH2:8]2)=[CH:4][CH:3]=[CH:2][C:11]=3[N:12]=1, predict the reactants needed to synthesize it. The reactants are: C[C:2]1[C:11]2[NH:12][C:13](=O)[N:9]3[C:10]=2[C:5]([CH2:6][CH2:7][CH2:8]3)=[CH:4][CH:3]=1.[OH-].[Na+].O=P(Cl)(Cl)[Cl:19]. (6) Given the product [C:30]([C:32]1[CH:37]=[CH:36][C:35]([NH2:38])=[C:34]([CH3:41])[CH:33]=1)#[N:31].[C:30]([C:32]1[CH:37]=[CH:36][C:35]([N:38]=[C:39]2[NH:8][C@@H:3]([CH:4]([CH2:5][CH3:6])[CH3:7])[CH2:2][S:40]2)=[C:34]([CH3:41])[CH:33]=1)#[N:31], predict the reactants needed to synthesize it. The reactants are: O[CH2:2][C@@H:3]([NH2:8])[CH:4]([CH3:7])[CH2:5][CH3:6].COC(=O)[C@H]([C@H](CC)C)N.OCCN.NC1C=CC=CC=1.[C:30]([C:32]1[CH:37]=[CH:36][C:35]([N:38]=[C:39]=[S:40])=[C:34]([CH3:41])[CH:33]=1)#[N:31]. (7) Given the product [CH3:45][O:44][C:42](=[O:41])[CH2:43][CH:32]([C:30]1[N:31]=[C:27]([N:24]2[CH2:23][CH2:22][CH:21]([OH:20])[CH2:26][CH2:25]2)[S:28][CH:29]=1)[N:4]1[CH2:5][CH2:6][CH2:7][N:1]([C:8]2[C:9]([O:18][CH3:19])=[CH:10][CH:11]=[C:12]3[C:17]=2[N:16]=[CH:15][CH:14]=[CH:13]3)[CH2:2][CH2:3]1, predict the reactants needed to synthesize it. The reactants are: [N:1]1([C:8]2[C:9]([O:18][CH3:19])=[CH:10][CH:11]=[C:12]3[C:17]=2[N:16]=[CH:15][CH:14]=[CH:13]3)[CH2:7][CH2:6][CH2:5][NH:4][CH2:3][CH2:2]1.[OH:20][CH:21]1[CH2:26][CH2:25][N:24]([C:27]2[S:28][CH:29]=[C:30]([CH:32]=O)[N:31]=2)[CH2:23][CH2:22]1.C([Si]([O:41][C:42]([O:44][CH3:45])=[CH2:43])(C)C)(C)(C)C.C([O-])(O)=O.[Na+].[OH-].[Na+]. (8) Given the product [Cl:1][C:2]1[CH:3]=[C:4]([N:22]([CH2:30][CH3:31])[CH:23]2[CH2:24][CH2:25][CH:26]([OH:29])[CH2:27][CH2:28]2)[C:5]([CH3:21])=[C:6]([CH:20]=1)[C:7]([NH:9][CH2:10][C:11]1[C:12](=[O:19])[NH:13][C:14]([CH3:18])=[CH:15][C:16]=1[CH3:17])=[O:8], predict the reactants needed to synthesize it. The reactants are: [Cl:1][C:2]1[CH:3]=[C:4]([N:22]([CH2:30][CH3:31])[CH:23]2[CH2:28][CH2:27][C:26](=[O:29])[CH2:25][CH2:24]2)[C:5]([CH3:21])=[C:6]([CH:20]=1)[C:7]([NH:9][CH2:10][C:11]1[C:12](=[O:19])[NH:13][C:14]([CH3:18])=[CH:15][C:16]=1[CH3:17])=[O:8].[BH4-].[Na+]. (9) The reactants are: [CH3:1][C:2]1O[C:6](=[O:8])[CH:5]=[C:4]([C:9]([OH:11])=[O:10])[CH:3]=1.[CH3:12][O:13][C:14](=[O:23])[C:15]1[CH:20]=[CH:19][C:18]([CH3:21])=[C:17]([NH2:22])[CH:16]=1. Given the product [CH3:12][O:13][C:14]([C:15]1[CH:20]=[CH:19][C:18]([CH3:21])=[C:17]([N:22]2[C:2]([CH3:1])=[CH:3][C:4]([C:9]([OH:11])=[O:10])=[CH:5][C:6]2=[O:8])[CH:16]=1)=[O:23], predict the reactants needed to synthesize it. (10) Given the product [OH:77][CH:78]1[CH2:83][CH2:82][N:81]([C:46]2[N:47]=[C:48]([NH:63][C:64]3[CH:65]=[CH:66][C:67]([O:70][C:71]4[CH:76]=[CH:75][CH:74]=[CH:73][CH:72]=4)=[CH:68][CH:69]=3)[C:49]3[C:55](=[O:56])[NH:54][CH:53]=[C:52]([C:57]4[CH:58]=[CH:59][CH:60]=[CH:61][CH:62]=4)[C:50]=3[N:51]=2)[CH2:80][CH2:79]1, predict the reactants needed to synthesize it. The reactants are: IC1C2N=C(SC)N=C(NC3C=CC(OC4C=CC=CC=4)=CC=3)C=2C(=O)NC=1.C1(B(O)O)C=CC=CC=1.C(=O)([O-])[O-].[Na+].[Na+].CS[C:46]1[N:47]=[C:48]([NH:63][C:64]2[CH:69]=[CH:68][C:67]([O:70][C:71]3[CH:76]=[CH:75][CH:74]=[CH:73][CH:72]=3)=[CH:66][CH:65]=2)[C:49]2[C:55](=[O:56])[NH:54][CH:53]=[C:52]([C:57]3[CH:62]=[CH:61][CH:60]=[CH:59][CH:58]=3)[C:50]=2[N:51]=1.[OH:77][CH:78]1[CH2:83][CH2:82][NH:81][CH2:80][CH2:79]1.